From a dataset of Full USPTO retrosynthesis dataset with 1.9M reactions from patents (1976-2016). Predict the reactants needed to synthesize the given product. Given the product [C:1]1([CH:7]=[CH:8][C:27]2([C:31]([NH:18][C:21]3[CH:22]=[CH:3][CH:2]=[CH:1][CH:6]=3)=[O:32])[CH:26]([O:25][CH:24]([F:34])[F:23])[CH:30]=[CH:29][S:28]2)[CH:2]=[CH:3][CH:4]=[CH:5][CH:6]=1, predict the reactants needed to synthesize it. The reactants are: [C:1]1([CH:7]=[CH:8]C2C=CC=CC=2N)[CH:6]=[CH:5][CH:4]=[CH:3][CH:2]=1.C([N:18]([CH2:21][CH3:22])CC)C.[F:23][CH:24]([F:34])[O:25][C:26]1[CH:30]=[CH:29][S:28][C:27]=1[C:31](Cl)=[O:32].O.